This data is from Catalyst prediction with 721,799 reactions and 888 catalyst types from USPTO. The task is: Predict which catalyst facilitates the given reaction. (1) Reactant: [OH:1][C:2]1[CH:10]=[C:9]([OH:11])[CH:8]=[CH:7][C:3]=1[C:4]([OH:6])=[O:5].C(=O)([O-])[O-].[Cs+].[Cs+].[CH2:18](Br)[C:19]1[CH:24]=[CH:23][CH:22]=[CH:21][CH:20]=1. Product: [CH2:18]([O:5][C:4](=[O:6])[C:3]1[CH:7]=[CH:8][C:9]([O:11][CH2:18][C:19]2[CH:24]=[CH:23][CH:22]=[CH:21][CH:20]=2)=[CH:10][C:2]=1[O:1][CH2:4][C:3]1[CH:7]=[CH:8][CH:9]=[CH:10][CH:2]=1)[C:19]1[CH:24]=[CH:23][CH:22]=[CH:21][CH:20]=1. The catalyst class is: 1. (2) Reactant: CCN(C(C)C)C(C)C.CN(C(ON1N=NC2C=CC=NC1=2)=[N+](C)C)C.F[P-](F)(F)(F)(F)F.[C:34]([O:38][C:39]([NH:41][CH2:42][C:43]1[CH:51]=[CH:50][C:46]([C:47]([OH:49])=O)=[CH:45][CH:44]=1)=[O:40])([CH3:37])([CH3:36])[CH3:35].ClC1C=CC(N2C=NN=N2)=C(/C=C/C([N:63]2[CH2:68][CH2:67][CH2:66][CH:65]([C:69]3[CH:74]=[CH:73][CH:72]=[CH:71][CH:70]=3)[CH:64]2[C:75]([NH:77][C:78]2[CH:90]=[CH:89][C:81]([C:82]([O:84][C:85]([CH3:88])([CH3:87])[CH3:86])=[O:83])=[CH:80][CH:79]=2)=[O:76])=O)C=1.[Cl-].[NH4+]. Product: [C:34]([O:38][C:39]([NH:41][CH2:42][C:43]1[CH:44]=[CH:45][C:46]([C:47]([N:63]2[CH2:68][CH2:67][CH2:66][CH:65]([C:69]3[CH:70]=[CH:71][CH:72]=[CH:73][CH:74]=3)[CH:64]2[C:75]([NH:77][C:78]2[CH:79]=[CH:80][C:81]([C:82]([O:84][C:85]([CH3:86])([CH3:88])[CH3:87])=[O:83])=[CH:89][CH:90]=2)=[O:76])=[O:49])=[CH:50][CH:51]=1)=[O:40])([CH3:35])([CH3:36])[CH3:37]. The catalyst class is: 2. (3) Reactant: Cl.N1C=CC=CC=1.C[O:9][C:10]1[CH:18]=[CH:17][CH:16]=[C:15]2[C:11]=1[C:12]([CH3:21])([CH3:20])[C:13](=[O:19])[NH:14]2. Product: [OH:9][C:10]1[CH:18]=[CH:17][CH:16]=[C:15]2[C:11]=1[C:12]([CH3:21])([CH3:20])[C:13](=[O:19])[NH:14]2. The catalyst class is: 81.